The task is: Predict the reaction yield, written as a fraction of the theoretical maximum amount of product (1.0 means a 100% yield; for example, 0.34 means a 34% yield).. This data is from Reaction yield outcomes from USPTO patents with 853,638 reactions. The reactants are [CH3:1][O:2][C:3]1[CH:4]=[CH:5][C:6]([NH:18][CH3:19])=[C:7]([CH:17]=1)[CH2:8][NH:9][C:10](=[O:16])[O:11][C:12]([CH3:15])([CH3:14])[CH3:13].[H-].[Na+].[N:22]1[CH:27]=[CH:26][CH:25]=[C:24]([S:28](Cl)(=[O:30])=[O:29])[CH:23]=1. The catalyst is C1COCC1. The product is [CH3:1][O:2][C:3]1[CH:4]=[CH:5][C:6]([N:18]([CH3:19])[S:28]([C:24]2[CH:23]=[N:22][CH:27]=[CH:26][CH:25]=2)(=[O:30])=[O:29])=[C:7]([CH:17]=1)[CH2:8][NH:9][C:10](=[O:16])[O:11][C:12]([CH3:15])([CH3:14])[CH3:13]. The yield is 0.780.